This data is from Reaction yield outcomes from USPTO patents with 853,638 reactions. The task is: Predict the reaction yield, written as a fraction of the theoretical maximum amount of product (1.0 means a 100% yield; for example, 0.34 means a 34% yield). (1) The yield is 0.390. The product is [NH2:21][C:19]1[N:18]=[CH:17][N:16]=[C:15]2[N:14]([CH:22]([CH3:24])[CH3:23])[N:13]=[C:12]([C:5]3[O:6][CH:7]=[C:3]([CH:1]=[O:2])[CH:4]=3)[C:20]=12. The reactants are [CH:1]([C:3]1[CH:4]=[C:5](B(O)O)[O:6][CH:7]=1)=[O:2].I[C:12]1[C:20]2[C:15](=[N:16][CH:17]=[N:18][C:19]=2[NH2:21])[N:14]([CH:22]([CH3:24])[CH3:23])[N:13]=1.C([O-])([O-])=O.[Na+].[Na+]. The catalyst is CCO.COCCOC.C1C=CC([P]([Pd]([P](C2C=CC=CC=2)(C2C=CC=CC=2)C2C=CC=CC=2)([P](C2C=CC=CC=2)(C2C=CC=CC=2)C2C=CC=CC=2)[P](C2C=CC=CC=2)(C2C=CC=CC=2)C2C=CC=CC=2)(C2C=CC=CC=2)C2C=CC=CC=2)=CC=1. (2) The reactants are P(Br)(Br)[Br:2].[C:5]([N:12]1[C:20]2[C:15](=[C:16]([CH2:21]O)[CH:17]=[CH:18][CH:19]=2)[CH:14]=[CH:13]1)([O:7][C:8]([CH3:11])([CH3:10])[CH3:9])=[O:6].C([O-])(O)=O.[Na+]. The catalyst is CCOCC.C(Cl)Cl. The product is [Br:2][CH2:21][C:16]1[CH:17]=[CH:18][CH:19]=[C:20]2[C:15]=1[CH:14]=[CH:13][N:12]2[C:5]([O:7][C:8]([CH3:11])([CH3:10])[CH3:9])=[O:6]. The yield is 0.840. (3) The reactants are [O:1]=[C:2]1[C:7]([C:8]([OH:10])=O)=[CH:6][C:5]([C:11]2[CH:16]=[CH:15][CH:14]=[CH:13][CH:12]=2)=[CH:4][NH:3]1.[NH2:17][C:18]1[CH:23]=[CH:22][CH:21]=[CH:20][CH:19]=1.OC1C2N=NNC=2C=CC=1.CN(C1C=CC=CN=1)C.C(Cl)CCl. The catalyst is O1CCCC1. The product is [C:18]1([NH:17][C:8]([C:7]2[C:2](=[O:1])[NH:3][CH:4]=[C:5]([C:11]3[CH:16]=[CH:15][CH:14]=[CH:13][CH:12]=3)[CH:6]=2)=[O:10])[CH:23]=[CH:22][CH:21]=[CH:20][CH:19]=1. The yield is 0.340. (4) The reactants are CS(O[CH2:6][C:7]1[C:8]([C@@H:14]([NH:18][C:19]([O:21][C:22]([CH3:25])([CH3:24])[CH3:23])=[O:20])[CH:15]([CH3:17])[CH3:16])=[N:9][CH:10]=[C:11]([Cl:13])[CH:12]=1)(=O)=O.ClC1C=C(CCl)C([C@@H](NC(=O)OC(C)(C)C)C(C)C)=NC=1.[H-].[Na+]. The catalyst is C1COCC1. The product is [Cl:13][C:11]1[CH:12]=[C:7]2[CH2:6][N:18]([C:19]([O:21][C:22]([CH3:25])([CH3:24])[CH3:23])=[O:20])[C@@H:14]([CH:15]([CH3:17])[CH3:16])[C:8]2=[N:9][CH:10]=1. The yield is 0.850. (5) The reactants are [Cl:1][C:2]1[CH:7]=[CH:6][C:5]([CH3:8])=[CH:4][CH:3]=1.C(O[O:14][C:15]([CH3:18])(C)C)(C)(C)C.[C]=O.[CH2:21]([OH:23])C. No catalyst specified. The product is [Cl:1][C:2]1[CH:7]=[CH:6][C:5]([CH2:8][C:21]([O:14][CH2:15][CH3:18])=[O:23])=[CH:4][CH:3]=1. The yield is 0.900. (6) The reactants are Cl[CH2:2][CH2:3][CH2:4][C:5]#[C:6][C:7]1[CH:12]=[CH:11][CH:10]=[CH:9][N:8]=1.[CH3:13][N:14]1[C:18]2[CH:19]=[CH:20][CH:21]=[CH:22][C:17]=2[NH:16][C:15]1=[O:23].C([O-])([O-])=O.[K+].[K+]. The catalyst is CN(C=O)C. The product is [CH3:13][N:14]1[C:18]2[CH:19]=[CH:20][CH:21]=[CH:22][C:17]=2[N:16]([CH2:2][CH2:3][CH2:4][C:5]#[C:6][C:7]2[CH:12]=[CH:11][CH:10]=[CH:9][N:8]=2)[C:15]1=[O:23]. The yield is 0.430. (7) The reactants are [CH:1]([C@@H:14]1[CH2:20][C@H:19]2[C@H:17]([O:18]2)[CH2:16][O:15]1)([C:8]1[CH:13]=[CH:12][CH:11]=[CH:10][CH:9]=1)[C:2]1[CH:7]=[CH:6][CH:5]=[CH:4][CH:3]=1.[CH2:21]([NH2:28])[C:22]1[CH:27]=[CH:26][CH:25]=[CH:24][CH:23]=1. No catalyst specified. The product is [CH:1]([C@H:14]1[O:15][CH2:16][C@@H:17]([OH:18])[C@H:19]([NH:28][CH2:21][C:22]2[CH:27]=[CH:26][CH:25]=[CH:24][CH:23]=2)[CH2:20]1)([C:8]1[CH:9]=[CH:10][CH:11]=[CH:12][CH:13]=1)[C:2]1[CH:3]=[CH:4][CH:5]=[CH:6][CH:7]=1. The yield is 0.860. (8) The reactants are [Cl:1][C:2]1[C:7]([F:8])=[CH:6][CH:5]=[C:4]([Cl:9])[C:3]=1[CH:10]([O:12][C:13]1[C:14]([NH2:20])=[N:15][CH:16]=[C:17](I)[CH:18]=1)[CH3:11].[C:21]([O:25][C:26](=[O:31])[NH:27][CH2:28][C:29]#[CH:30])([CH3:24])([CH3:23])[CH3:22]. The catalyst is C1COCC1.CCN(CC)CC.C1C=CC([P]([Pd]([P](C2C=CC=CC=2)(C2C=CC=CC=2)C2C=CC=CC=2)([P](C2C=CC=CC=2)(C2C=CC=CC=2)C2C=CC=CC=2)[P](C2C=CC=CC=2)(C2C=CC=CC=2)C2C=CC=CC=2)(C2C=CC=CC=2)C2C=CC=CC=2)=CC=1. The product is [C:21]([O:25][C:26](=[O:31])[NH:27][CH2:28][C:29]#[C:30][C:17]1[CH:16]=[N:15][C:14]([NH2:20])=[C:13]([O:12][CH:10]([C:3]2[C:4]([Cl:9])=[CH:5][CH:6]=[C:7]([F:8])[C:2]=2[Cl:1])[CH3:11])[CH:18]=1)([CH3:24])([CH3:23])[CH3:22]. The yield is 0.290.